From a dataset of Full USPTO retrosynthesis dataset with 1.9M reactions from patents (1976-2016). Predict the reactants needed to synthesize the given product. (1) Given the product [C:14]1([NH:13][C:11]([C:9]2[N:10]=[C:5]3[CH:4]=[CH:3][C:2]([C:24]4[N:23]=[CH:22][NH:21][N:20]=4)=[CH:7][N:6]3[CH:8]=2)=[O:12])[CH:19]=[CH:18][CH:17]=[CH:16][CH:15]=1, predict the reactants needed to synthesize it. The reactants are: I[C:2]1[CH:3]=[CH:4][C:5]2[N:6]([CH:8]=[C:9]([C:11]([NH:13][C:14]3[CH:19]=[CH:18][CH:17]=[CH:16][CH:15]=3)=[O:12])[N:10]=2)[CH:7]=1.[NH:20]1[CH:24]=[N:23][CH:22]=[N:21]1. (2) Given the product [Cl:10][C:11]1[CH:16]=[C:15]([NH:17][C:18]2[C:27]3[C:22](=[CH:23][CH:24]=[CH:25][C:26]=3[O:28][CH2:29][C@@H:30]3[CH2:34][CH2:33][CH2:32][N:31]3[C:35](=[O:40])[CH2:36][N:37]([CH3:38])[CH3:39])[N:21]=[CH:20][N:19]=2)[CH:14]=[CH:13][C:12]=1[O:41][CH2:2][C:3]1[CH:8]=[CH:7][CH:6]=[C:5]([F:9])[CH:4]=1, predict the reactants needed to synthesize it. The reactants are: Cl[CH2:2][C:3]1[CH:8]=[CH:7][CH:6]=[C:5]([F:9])[CH:4]=1.[Cl:10][C:11]1[CH:16]=[C:15]([NH:17][C:18]2[C:27]3[C:22](=[CH:23][CH:24]=[CH:25][C:26]=3[O:28][CH2:29][C@@H:30]3[CH2:34][CH2:33][CH2:32][N:31]3[C:35](=[O:40])[CH2:36][N:37]([CH3:39])[CH3:38])[N:21]=[CH:20][N:19]=2)[CH:14]=[CH:13][C:12]=1[OH:41]. (3) Given the product [CH3:46][C:47]1[CH:56]=[CH:55][C:50]([C:51]([O:53][CH3:54])=[O:52])=[CH:49][C:48]=1[C:57]1[CH:58]=[C:59]2[C:64](=[CH:65][CH:66]=1)[C:63]([C:67]1[CH:72]=[CH:71][C:70]([S:73]([C:76]([F:78])([F:77])[F:79])(=[O:75])=[O:74])=[CH:69][C:68]=1[CH3:80])=[N:62][N:61]=[CH:60]2.[CH3:46][C:47]1[CH:56]=[CH:55][C:50]([C:51]([OH:53])=[O:52])=[CH:49][C:48]=1[C:57]1[CH:58]=[C:59]2[C:64](=[CH:65][CH:66]=1)[C:63]([C:67]1[CH:72]=[CH:71][C:70]([S:73]([C:76]([F:78])([F:77])[F:79])(=[O:75])=[O:74])=[CH:69][C:68]=1[CH3:80])=[N:62][N:61]=[CH:60]2, predict the reactants needed to synthesize it. The reactants are: CC1(C)C(C)(C)OB(C2C=CC(S(C(F)(F)F)(=O)=O)=CC=2C)O1.ClC1C2C(=CC(C3C=C(C=CC=3C)C(OC)=O)=CC=2)C=NN=1.[CH3:46][C:47]1[CH:56]=[CH:55][C:50]([C:51]([O:53][CH3:54])=[O:52])=[CH:49][C:48]=1[C:57]1[CH:58]=[C:59]2[C:64](=[CH:65][CH:66]=1)[C:63]([C:67]1[CH:72]=[CH:71][C:70]([S:73]([C:76]([F:79])([F:78])[F:77])(=[O:75])=[O:74])=[CH:69][C:68]=1[CH3:80])=[N:62][N:61]=[CH:60]2.[OH-].[Na+].Cl. (4) The reactants are: [I:1]N1C(=O)CCC1=O.[C:9]([O:13][CH:14]([C:20]1[C:24]([C:25]2[CH2:30][CH2:29][C:28]([CH3:32])([CH3:31])[CH2:27][CH:26]=2)=[CH:23][S:22][C:21]=1[CH3:33])[C:15]([O:17][CH2:18][CH3:19])=[O:16])([CH3:12])([CH3:11])[CH3:10].O. Given the product [C:9]([O:13][CH:14]([C:20]1[C:24]([C:25]2[CH2:30][CH2:29][C:28]([CH3:32])([CH3:31])[CH2:27][CH:26]=2)=[C:23]([I:1])[S:22][C:21]=1[CH3:33])[C:15]([O:17][CH2:18][CH3:19])=[O:16])([CH3:12])([CH3:10])[CH3:11], predict the reactants needed to synthesize it. (5) Given the product [CH3:14][S:24]([C:3]1[N:7]=[C:6]([CH:8]2[CH2:9][CH2:10][CH2:11][CH2:12]2)[S:5][N:4]=1)(=[O:27])=[O:25], predict the reactants needed to synthesize it. The reactants are: CS[C:3]1[N:7]=[C:6]([CH:8]2[CH2:12][CH2:11][CH2:10][CH2:9]2)[S:5][N:4]=1.Cl[C:14]1C=C(C=CC=1)C(OO)=O.[S:24]([O-:27])(O)=[O:25].[Na+]. (6) Given the product [Cl:24][C:25]1[C:30]([C:31]([NH:17][C:12]2[CH:13]=[CH:14][CH:15]=[C:16]3[C:11]=2[N:10]=[CH:9][N:8]=[C:7]3[O:6][C:5]2[CH:18]=[CH:19][C:2]([F:1])=[C:3]([C:20]([F:23])([F:21])[F:22])[CH:4]=2)=[O:32])=[C:29]([F:34])[C:28]([CH2:35][NH:36][C:37](=[O:42])[C:38]([CH3:40])([CH3:39])[CH3:41])=[CH:27][CH:26]=1, predict the reactants needed to synthesize it. The reactants are: [F:1][C:2]1[CH:19]=[CH:18][C:5]([O:6][C:7]2[C:16]3[C:11](=[C:12]([NH2:17])[CH:13]=[CH:14][CH:15]=3)[N:10]=[CH:9][N:8]=2)=[CH:4][C:3]=1[C:20]([F:23])([F:22])[F:21].[Cl:24][C:25]1[C:30]([C:31](O)=[O:32])=[C:29]([F:34])[C:28]([CH2:35][NH:36][C:37](=[O:42])[C:38]([CH3:41])([CH3:40])[CH3:39])=[CH:27][CH:26]=1.C(Cl)(=O)C(Cl)=O.CCN(C(C)C)C(C)C.